Task: Predict the reactants needed to synthesize the given product.. Dataset: Full USPTO retrosynthesis dataset with 1.9M reactions from patents (1976-2016) (1) The reactants are: O=[C:2]([CH3:15])[CH2:3][C:4]1[O:9][C:8](=[O:10])[C:7]2[CH:11]=[CH:12][CH:13]=[CH:14][C:6]=2[N:5]=1.Cl.[NH:17]([C:19]1[CH:24]=[CH:23][N:22]=[CH:21][CH:20]=1)[NH2:18].C([O-])(=O)C.[Na+]. Given the product [CH3:15][C:2]1[CH:3]=[C:4]([NH:5][C:6]2[CH:14]=[CH:13][CH:12]=[CH:11][C:7]=2[C:8]([OH:9])=[O:10])[N:17]([C:19]2[CH:24]=[CH:23][N:22]=[CH:21][CH:20]=2)[N:18]=1, predict the reactants needed to synthesize it. (2) Given the product [F:34][C:31]1[CH:30]=[N:29][CH:32]=[CH:33][C:65]=1[C:57]([NH:23][C:20]1[S:21][CH:22]=[C:18]([C:14]2[C:15]([CH3:17])=[CH:16][C:11]([O:10][C:9]3[CH:8]=[CH:7][C:6]([O:5][CH2:4][CH2:3][O:2][CH3:1])=[CH:26][CH:25]=3)=[CH:12][C:13]=2[CH3:24])[N:19]=1)=[O:56], predict the reactants needed to synthesize it. The reactants are: [CH3:1][O:2][CH2:3][CH2:4][O:5][C:6]1[CH:26]=[CH:25][C:9]([O:10][C:11]2[CH:16]=[C:15]([CH3:17])[C:14]([C:18]3[N:19]=[C:20]([NH2:23])[S:21][CH:22]=3)=[C:13]([CH3:24])[CH:12]=2)=[CH:8][CH:7]=1.C([N:29]([CH2:32][CH3:33])[CH2:30][CH3:31])C.[F:34]C1C=C(C=CN=1)C(O)=O.Cl.C(N=C=NCCCN(C)C)C.[OH:56][C:57]1[C:65]2N=NNC=2C=CC=1. (3) Given the product [F:18][C:11]1([F:17])[CH:10]([O:19][S:20]([C:23]2[CH:24]=[CH:25][C:26]([CH3:29])=[CH:27][CH:28]=2)(=[O:21])=[O:22])[CH2:9][N:8]([C:6]([O:5][C:1]([CH3:2])([CH3:4])[CH3:3])=[O:7])[C:12]1=[O:14], predict the reactants needed to synthesize it. The reactants are: [C:1]([O:5][C:6]([NH:8][CH2:9][CH:10]([O:19][S:20]([C:23]1[CH:28]=[CH:27][C:26]([CH3:29])=[CH:25][CH:24]=1)(=[O:22])=[O:21])[C:11]([F:18])([F:17])[C:12]([O:14]CC)=O)=[O:7])([CH3:4])([CH3:3])[CH3:2].C(OCC)(=O)C.Cl. (4) Given the product [OH:19][CH:17]([CH3:18])[CH2:16][CH2:15][NH:14][C:11]([C:1]12[CH2:10][CH:5]3[CH2:4][CH:3]([CH2:9][CH:7]([CH2:6]3)[CH2:8]1)[CH2:2]2)=[O:13], predict the reactants needed to synthesize it. The reactants are: [C:1]12([C:11]([OH:13])=O)[CH2:10][CH:5]3[CH2:6][CH:7]([CH2:9][CH:3]([CH2:4]3)[CH2:2]1)[CH2:8]2.[NH2:14][CH2:15][CH2:16][CH:17]([OH:19])[CH3:18].CCN=C=NCCCN(C)C.C1C=CC2N(O)N=NC=2C=1.CCN(C(C)C)C(C)C.